From a dataset of NCI-60 drug combinations with 297,098 pairs across 59 cell lines. Regression. Given two drug SMILES strings and cell line genomic features, predict the synergy score measuring deviation from expected non-interaction effect. (1) Drug 2: CC(C)NC(=O)C1=CC=C(C=C1)CNNC.Cl. Synergy scores: CSS=-2.08, Synergy_ZIP=1.79, Synergy_Bliss=0.239, Synergy_Loewe=1.82, Synergy_HSA=-2.60. Drug 1: CCN(CC)CCCC(C)NC1=C2C=C(C=CC2=NC3=C1C=CC(=C3)Cl)OC. Cell line: IGROV1. (2) Drug 1: CC1=C2C(C(=O)C3(C(CC4C(C3C(C(C2(C)C)(CC1OC(=O)C(C(C5=CC=CC=C5)NC(=O)OC(C)(C)C)O)O)OC(=O)C6=CC=CC=C6)(CO4)OC(=O)C)O)C)O. Drug 2: C1=CC=C(C(=C1)C(C2=CC=C(C=C2)Cl)C(Cl)Cl)Cl. Cell line: OVCAR-4. Synergy scores: CSS=19.2, Synergy_ZIP=2.49, Synergy_Bliss=9.54, Synergy_Loewe=1.64, Synergy_HSA=9.74. (3) Drug 1: C1=C(C(=O)NC(=O)N1)F. Drug 2: CS(=O)(=O)OCCCCOS(=O)(=O)C. Cell line: SF-295. Synergy scores: CSS=33.6, Synergy_ZIP=-11.3, Synergy_Bliss=-7.07, Synergy_Loewe=-5.83, Synergy_HSA=-3.92. (4) Cell line: RPMI-8226. Drug 1: CN(C)N=NC1=C(NC=N1)C(=O)N. Synergy scores: CSS=4.00, Synergy_ZIP=-2.46, Synergy_Bliss=-0.640, Synergy_Loewe=-2.52, Synergy_HSA=-2.46. Drug 2: C1=NC2=C(N=C(N=C2N1C3C(C(C(O3)CO)O)O)F)N.